Dataset: Full USPTO retrosynthesis dataset with 1.9M reactions from patents (1976-2016). Task: Predict the reactants needed to synthesize the given product. (1) Given the product [C:23]([C:25]1[C:26]([CH3:51])=[CH:27][C:28]([O:29][C:30]2[C:31]([CH:45]3[CH2:47][CH2:46]3)=[N:32][N:33]([C:35]([CH3:44])([CH3:43])[C:36]([OH:38])=[O:37])[CH:34]=2)=[CH:48][C:49]=1[CH3:50])#[N:24], predict the reactants needed to synthesize it. The reactants are: C(C1C=CC(OC2C(OC)=NN(CC(O)=O)C=2CC)=CC=1)#N.[C:23]([C:25]1[C:49]([CH3:50])=[CH:48][C:28]([O:29][C:30]2[C:31]([CH:45]3[CH2:47][CH2:46]3)=[N:32][N:33]([C:35]([CH3:44])([CH3:43])[C:36]([O:38]C(C)(C)C)=[O:37])[CH:34]=2)=[CH:27][C:26]=1[CH3:51])#[N:24]. (2) The reactants are: [NH2:1][C:2]1[CH:7]=[CH:6][C:5](Br)=[CH:4][C:3]=1[S:9]([NH2:12])(=[O:11])=[O:10].[CH3:13][C:14]([OH:18])([C:16]#[CH:17])[CH3:15].C(NC(C)C)(C)C. Given the product [NH2:1][C:2]1[CH:7]=[CH:6][C:5]([C:17]#[C:16][C:14]([OH:18])([CH3:15])[CH3:13])=[CH:4][C:3]=1[S:9]([NH2:12])(=[O:11])=[O:10], predict the reactants needed to synthesize it.